From a dataset of Full USPTO retrosynthesis dataset with 1.9M reactions from patents (1976-2016). Predict the reactants needed to synthesize the given product. (1) The reactants are: [F:1][C:2]([F:11])([F:10])[C:3](=[O:9])[C:4]([O:6][CH2:7][CH3:8])=[O:5].[CH:12]([Mg]Br)=[CH2:13]. Given the product [CH2:7]([O:6][C:4](=[O:5])[C:3]([OH:9])([C:2]([F:10])([F:11])[F:1])[CH:12]=[CH2:13])[CH3:8], predict the reactants needed to synthesize it. (2) Given the product [F:1][C:2]1[CH:36]=[C:35]([NH:37][C:38]([NH:40][C:41](=[O:49])[CH2:42][C:43]2[CH:44]=[CH:45][CH:46]=[CH:47][CH:48]=2)=[S:39])[CH:34]=[CH:33][C:3]=1[O:4][C:5]1[CH:10]=[CH:9][N:8]=[C:7]2[CH:11]=[C:12]([C:14]3[CH:32]=[CH:31][CH:30]=[C:16]([CH2:17][NH:18][CH2:26][CH2:27][O:28][CH3:29])[CH:15]=3)[S:13][C:6]=12, predict the reactants needed to synthesize it. The reactants are: [F:1][C:2]1[CH:36]=[C:35]([NH:37][C:38]([NH:40][C:41](=[O:49])[CH2:42][C:43]2[CH:48]=[CH:47][CH:46]=[CH:45][CH:44]=2)=[S:39])[CH:34]=[CH:33][C:3]=1[O:4][C:5]1[CH:10]=[CH:9][N:8]=[C:7]2[CH:11]=[C:12]([C:14]3[CH:15]=[C:16]([CH:30]=[CH:31][CH:32]=3)[CH2:17][N:18]([CH2:26][CH2:27][O:28][CH3:29])C(=O)OC(C)(C)C)[S:13][C:6]=12.C(O)(C(F)(F)F)=O. (3) Given the product [Cl:1][C:2]1[CH:17]=[CH:16][C:15]([Cl:18])=[CH:14][C:3]=1[O:4][C:5]1[C:6]([C:7]([N:23]2[C:24]3[C:29](=[CH:28][CH:27]=[CH:26][CH:25]=3)[N:20]([CH3:19])[CH2:21][CH2:22]2)=[O:9])=[CH:10][CH:11]=[CH:12][N:13]=1, predict the reactants needed to synthesize it. The reactants are: [Cl:1][C:2]1[CH:17]=[CH:16][C:15]([Cl:18])=[CH:14][C:3]=1[O:4][C:5]1[N:13]=[CH:12][CH:11]=[CH:10][C:6]=1[C:7]([OH:9])=O.[CH3:19][N:20]1[C:29]2[C:24](=[CH:25][CH:26]=[CH:27][CH:28]=2)[NH:23][CH2:22][CH2:21]1.C(N(C(C)C)C(C)C)C.CN(C(ON1N=NC2C=CC=NC1=2)=[N+](C)C)C.F[P-](F)(F)(F)(F)F. (4) The reactants are: [CH3:1][S:2]([N:5]1[CH2:10][CH:9]=[C:8]([C:11]2[CH:12]=[C:13]3[CH2:27][C:18]4([CH2:26][C:20]5([CH2:25][CH2:24][NH:23][CH2:22][CH2:21]5)[CH2:19]4)[O:17][C:14]3=[CH:15][N:16]=2)[CH2:7][CH2:6]1)(=[O:4])=[O:3].Cl[C:29]1[N:34]=[CH:33][C:32]([C:35]([F:38])([F:37])[F:36])=[CH:31][N:30]=1. Given the product [CH3:1][S:2]([N:5]1[CH2:6][CH:7]=[C:8]([C:11]2[CH:12]=[C:13]3[CH2:27][C:18]4([CH2:19][C:20]5([CH2:21][CH2:22][N:23]([C:29]6[N:34]=[CH:33][C:32]([C:35]([F:38])([F:37])[F:36])=[CH:31][N:30]=6)[CH2:24][CH2:25]5)[CH2:26]4)[O:17][C:14]3=[CH:15][N:16]=2)[CH2:9][CH2:10]1)(=[O:4])=[O:3], predict the reactants needed to synthesize it. (5) Given the product [NH2:32][C:28]1[CH:27]=[C:26]([CH:31]=[CH:30][CH:29]=1)[CH2:25][C:19]1[C:18]([Cl:35])=[C:17]([O:16][C:10]2[CH:11]=[C:12]([Cl:15])[C:13]([Cl:14])=[C:8]([CH2:7][C:6]3[CH:37]=[CH:38][CH:39]=[C:4]([NH2:1])[CH:5]=3)[C:9]=2[Cl:36])[CH:22]=[C:21]([Cl:23])[C:20]=1[Cl:24], predict the reactants needed to synthesize it. The reactants are: [N+:1]([C:4]1[CH:5]=[C:6]([CH:37]=[CH:38][CH:39]=1)[CH2:7][C:8]1[C:9]([Cl:36])=[C:10]([O:16][C:17]2[CH:22]=[C:21]([Cl:23])[C:20]([Cl:24])=[C:19]([CH2:25][C:26]3[CH:31]=[CH:30][CH:29]=[C:28]([N+:32]([O-])=O)[CH:27]=3)[C:18]=2[Cl:35])[CH:11]=[C:12]([Cl:15])[C:13]=1[Cl:14])([O-])=O.Cl[Sn]Cl. (6) Given the product [Cl:8][C:6]1[N:5]=[C:4]([NH:9][C:10]2[CH:15]=[CH:14][C:13]([P:16]([CH3:19])([CH3:18])=[O:17])=[CH:12][CH:11]=2)[N:3]=[C:2]([NH:38][CH2:37][C:27]23[CH2:36][CH:31]4[CH2:30][CH:29]([CH2:35][CH:33]([CH2:32]4)[CH2:34]2)[CH2:28]3)[N:7]=1, predict the reactants needed to synthesize it. The reactants are: Cl[C:2]1[N:7]=[C:6]([Cl:8])[N:5]=[C:4]([NH:9][C:10]2[CH:15]=[CH:14][C:13]([P:16]([CH3:19])([CH3:18])=[O:17])=[CH:12][CH:11]=2)[N:3]=1.C(N(CC)CC)C.[C:27]12([CH2:37][NH2:38])[CH2:36][CH:31]3[CH2:32][CH:33]([CH2:35][CH:29]([CH2:30]3)[CH2:28]1)[CH2:34]2.